From a dataset of Reaction yield outcomes from USPTO patents with 853,638 reactions. Predict the reaction yield, written as a fraction of the theoretical maximum amount of product (1.0 means a 100% yield; for example, 0.34 means a 34% yield). (1) The reactants are Cl[C:2]1[N:7]=[CH:6][C:5]([C:8]([OH:10])=[O:9])=[CH:4][N:3]=1.[CH3:11][Si](C=[N+]=[N-])(C)C.[CH3:18][N:19]1[CH2:24][CH2:23][NH:22][CH2:21][CH2:20]1.C(N(CC)CC)C. The catalyst is C1(C)C=CC=CC=1.CO. The product is [CH3:18][N:19]1[CH2:24][CH2:23][N:22]([C:2]2[N:7]=[CH:6][C:5]([C:8]([O:10][CH3:11])=[O:9])=[CH:4][N:3]=2)[CH2:21][CH2:20]1. The yield is 0.250. (2) The reactants are [C:1]([O:5][C:6]([C:8]1[C:9]([CH3:49])=[C:10]2[C:14](=[CH:15][CH:16]=1)[C@@H:13]([NH:17][C:18]([C:20]1[N:25]3[N:26]=[CH:27][C:28]([NH:29]C(OC(C)(C)C)=O)=[C:24]3[N:23]=[C:22]([C:37](=[O:48])[NH:38][CH2:39][C:40]3[CH:45]=[CH:44][C:43]([F:46])=[C:42]([F:47])[CH:41]=3)[CH:21]=1)=[O:19])[CH2:12][CH2:11]2)=[O:7])([CH3:4])([CH3:3])[CH3:2].C(=O)(O)[O-].[Na+].CCOC(C)=O. The catalyst is C(OC(=O)C)(C)(C)C.S(=O)(=O)(O)O. The product is [C:1]([O:5][C:6]([C:8]1[C:9]([CH3:49])=[C:10]2[C:14](=[CH:15][CH:16]=1)[C@@H:13]([NH:17][C:18]([C:20]1[N:25]3[N:26]=[CH:27][C:28]([NH2:29])=[C:24]3[N:23]=[C:22]([C:37](=[O:48])[NH:38][CH2:39][C:40]3[CH:45]=[CH:44][C:43]([F:46])=[C:42]([F:47])[CH:41]=3)[CH:21]=1)=[O:19])[CH2:12][CH2:11]2)=[O:7])([CH3:4])([CH3:3])[CH3:2]. The yield is 0.500.